This data is from NCI-60 drug combinations with 297,098 pairs across 59 cell lines. The task is: Regression. Given two drug SMILES strings and cell line genomic features, predict the synergy score measuring deviation from expected non-interaction effect. (1) Synergy scores: CSS=52.1, Synergy_ZIP=1.92, Synergy_Bliss=-11.7, Synergy_Loewe=-79.5, Synergy_HSA=-14.5. Drug 1: C1CC(=O)NC(=O)C1N2CC3=C(C2=O)C=CC=C3N. Drug 2: CCC1(CC2CC(C3=C(CCN(C2)C1)C4=CC=CC=C4N3)(C5=C(C=C6C(=C5)C78CCN9C7C(C=CC9)(C(C(C8N6C)(C(=O)OC)O)OC(=O)C)CC)OC)C(=O)OC)O.OS(=O)(=O)O. Cell line: MOLT-4. (2) Drug 1: C1C(C(OC1N2C=NC3=C(N=C(N=C32)Cl)N)CO)O. Drug 2: C1=NC(=NC(=O)N1C2C(C(C(O2)CO)O)O)N. Cell line: OVCAR-4. Synergy scores: CSS=35.5, Synergy_ZIP=-6.90, Synergy_Bliss=3.81, Synergy_Loewe=-0.0389, Synergy_HSA=3.08. (3) Cell line: RXF 393. Synergy scores: CSS=3.26, Synergy_ZIP=-7.36, Synergy_Bliss=-13.6, Synergy_Loewe=-12.2, Synergy_HSA=-11.5. Drug 1: CC1C(C(CC(O1)OC2CC(CC3=C2C(=C4C(=C3O)C(=O)C5=C(C4=O)C(=CC=C5)OC)O)(C(=O)C)O)N)O.Cl. Drug 2: C1=CN(C=N1)CC(O)(P(=O)(O)O)P(=O)(O)O. (4) Drug 2: CNC(=O)C1=NC=CC(=C1)OC2=CC=C(C=C2)NC(=O)NC3=CC(=C(C=C3)Cl)C(F)(F)F. Cell line: RPMI-8226. Drug 1: CC12CCC3C(C1CCC2=O)CC(=C)C4=CC(=O)C=CC34C. Synergy scores: CSS=67.3, Synergy_ZIP=0.164, Synergy_Bliss=0.806, Synergy_Loewe=-10.6, Synergy_HSA=2.07. (5) Drug 2: B(C(CC(C)C)NC(=O)C(CC1=CC=CC=C1)NC(=O)C2=NC=CN=C2)(O)O. Synergy scores: CSS=41.7, Synergy_ZIP=0.260, Synergy_Bliss=1.41, Synergy_Loewe=-18.7, Synergy_HSA=0.406. Cell line: SN12C. Drug 1: C1=CC=C(C=C1)NC(=O)CCCCCCC(=O)NO.